Dataset: Catalyst prediction with 721,799 reactions and 888 catalyst types from USPTO. Task: Predict which catalyst facilitates the given reaction. Reactant: Cl[C:2]1[C:7]([CH2:8][CH2:9][O:10]C(=O)C)=[C:6]([CH2:14][N:15]2[CH:19]=[CH:18][N:17]=[C:16]2[C:20]2[C:25]([F:26])=[CH:24][CH:23]=[CH:22][N:21]=2)[N:5]=[CH:4][N:3]=1.O.[NH2:28][NH2:29]. Product: [F:26][C:25]1[C:20]([C:16]2[N:15]([CH2:14][C:6]3[C:7]([CH2:8][CH2:9][OH:10])=[C:2]([NH:28][NH2:29])[N:3]=[CH:4][N:5]=3)[CH:19]=[CH:18][N:17]=2)=[N:21][CH:22]=[CH:23][CH:24]=1. The catalyst class is: 14.